This data is from Full USPTO retrosynthesis dataset with 1.9M reactions from patents (1976-2016). The task is: Predict the reactants needed to synthesize the given product. (1) Given the product [CH2:10]([C:17]1[C:26]2[C:21](=[CH:22][CH:23]=[CH:24][CH:25]=2)[C:20]([N:27]2[CH2:32][CH2:31][N:30]([C:2]3[CH:9]=[CH:8][C:5]([C:6]#[N:7])=[CH:4][N:3]=3)[C@@H:29]([CH3:33])[CH2:28]2)=[N:19][N:18]=1)[C:11]1[CH:12]=[CH:13][CH:14]=[CH:15][CH:16]=1, predict the reactants needed to synthesize it. The reactants are: Cl[C:2]1[CH:9]=[CH:8][C:5]([C:6]#[N:7])=[CH:4][N:3]=1.[CH2:10]([C:17]1[C:26]2[C:21](=[CH:22][CH:23]=[CH:24][CH:25]=2)[C:20]([N:27]2[CH2:32][CH2:31][NH:30][C@@H:29]([CH3:33])[CH2:28]2)=[N:19][N:18]=1)[C:11]1[CH:16]=[CH:15][CH:14]=[CH:13][CH:12]=1. (2) Given the product [Si:8]([O:15][CH:16]1[CH2:21][CH2:20][N:19]([C:22]2[CH:23]=[C:24]([NH:37][C@H:38]([C:40]3[CH:45]=[CH:44][C:43]([F:46])=[CH:42][N:41]=3)[CH3:39])[N:25]=[C:26]([NH:28][C:29]3[C:30](=[O:35])[NH:31][CH:32]=[CH:33][CH:34]=3)[N:27]=2)[CH2:18][CH2:17]1)([C:11]([CH3:14])([CH3:12])[CH3:13])([CH3:10])[CH3:9], predict the reactants needed to synthesize it. The reactants are: C[Si](Cl)(C)C.[I-].[Na+].[Si:8]([O:15][CH:16]1[CH2:21][CH2:20][N:19]([C:22]2[N:27]=[C:26]([NH:28][C:29]3[C:30]([O:35]C)=[N:31][CH:32]=[CH:33][CH:34]=3)[N:25]=[C:24]([NH:37][C@H:38]([C:40]3[CH:45]=[CH:44][C:43]([F:46])=[CH:42][N:41]=3)[CH3:39])[CH:23]=2)[CH2:18][CH2:17]1)([C:11]([CH3:14])([CH3:13])[CH3:12])([CH3:10])[CH3:9].O. (3) Given the product [NH2:21][CH:18]1[CH2:17][CH2:16][N:15]([CH2:14][CH2:13][N:8]2[C:9](=[O:12])[CH:10]=[N:11][C:6]3[CH:5]=[CH:4][C:3]([O:2][CH3:1])=[N:29][C:7]2=3)[CH2:20][CH2:19]1, predict the reactants needed to synthesize it. The reactants are: [CH3:1][O:2][C:3]1[CH:4]=[CH:5][C:6]2[N:11]=[CH:10][C:9](=[O:12])[N:8]([CH2:13][CH2:14][N:15]3[CH2:20][CH2:19][CH:18]([NH:21]C(=O)OC(C)(C)C)[CH2:17][CH2:16]3)[C:7]=2[N:29]=1.C(O)(C(F)(F)F)=O.NC1CCN(CCN2C3C(=CC(C#N)=CC=3)N=CC2=O)CC1. (4) Given the product [ClH:17].[CH3:1][C:2]1[CH:8]=[CH:7][C:5]([NH:6][NH2:13])=[C:4]([C:9]([F:10])([F:11])[F:12])[CH:3]=1, predict the reactants needed to synthesize it. The reactants are: [CH3:1][C:2]1[CH:8]=[CH:7][C:5]([NH2:6])=[C:4]([C:9]([F:12])([F:11])[F:10])[CH:3]=1.[N:13]([O-])=O.[Na+].[Cl:17][Sn]Cl.Cl.C(O)(C(F)(F)F)=O. (5) The reactants are: Br[C:2]1[CH:7]=[CH:6][CH:5]=[CH:4][C:3]=1[NH:8][C:9](=[O:18])[O:10][CH2:11][C@@H:12]1[CH2:16][CH2:15][N:14]([CH3:17])[CH2:13]1.[F:19][C:20]1[CH:21]=[C:22](B(O)O)[CH:23]=[CH:24][C:25]=1[CH:26]=[O:27]. Given the product [F:19][C:20]1[CH:21]=[C:22]([C:2]2[CH:7]=[CH:6][CH:5]=[CH:4][C:3]=2[NH:8][C:9](=[O:18])[O:10][CH2:11][C@@H:12]2[CH2:16][CH2:15][N:14]([CH3:17])[CH2:13]2)[CH:23]=[CH:24][C:25]=1[CH:26]=[O:27], predict the reactants needed to synthesize it. (6) The reactants are: [Cl:1][CH2:2][CH:3]1[C:11]2[C:10]3[CH:12]=[C:13]([C:16]#[N:17])[CH:14]=[CH:15][C:9]=3[C:8]([N+:18]([O-:20])=[O:19])=[CH:7][C:6]=2[NH:5][CH2:4]1.Cl.[OH:22]S(O)(=O)=O.N. Given the product [Cl:1][CH2:2][CH:3]1[C:11]2[C:10]3[CH:12]=[C:13]([C:16]([NH2:17])=[O:22])[CH:14]=[CH:15][C:9]=3[C:8]([N+:18]([O-:20])=[O:19])=[CH:7][C:6]=2[NH:5][CH2:4]1, predict the reactants needed to synthesize it. (7) Given the product [Br:1][C:2]1[CH:7]=[CH:6][CH:5]=[CH:4][C:3]=1[CH:8]([N:13]1[C:21]2[C:16](=[CH:17][CH:18]=[CH:19][CH:20]=2)[CH:15]=[CH:14]1)[CH:9]([OH:12])[CH2:10][OH:11], predict the reactants needed to synthesize it. The reactants are: [Br:1][C:2]1[CH:7]=[CH:6][CH:5]=[CH:4][C:3]=1[CH:8]([N:13]1[C:21]2[C:16](=[CH:17][CH:18]=[CH:19][CH:20]=2)[CH2:15][CH2:14]1)[CH:9]([OH:12])[CH2:10][OH:11]. (8) Given the product [Cl:1][C:2]1[CH:7]=[CH:6][C:5]([C:8]2[CH:13]=[N:12][N:11]3[C:14](=[O:17])[N:15]([C:35]4[N:31]([C:25]5[CH:30]=[CH:29][CH:28]=[CH:27][CH:26]=5)[N:32]=[N:33][N:34]=4)[N:16]=[C:10]3[C:9]=2[C:18]2[CH:23]=[CH:22][C:21]([Cl:24])=[CH:20][CH:19]=2)=[CH:4][CH:3]=1, predict the reactants needed to synthesize it. The reactants are: [Cl:1][C:2]1[CH:7]=[CH:6][C:5]([C:8]2[CH:13]=[N:12][N:11]3[C:14](=[O:17])[NH:15][N:16]=[C:10]3[C:9]=2[C:18]2[CH:23]=[CH:22][C:21]([Cl:24])=[CH:20][CH:19]=2)=[CH:4][CH:3]=1.[C:25]1([N:31]2[C:35](Cl)=[N:34][N:33]=[N:32]2)[CH:30]=[CH:29][CH:28]=[CH:27][CH:26]=1.C([O-])([O-])=O.[K+].[K+]. (9) Given the product [CH3:1][N:2]1[C:6]([CH:7]=[CH:11][C:12]#[N:13])=[CH:5][CH:4]=[N:3]1, predict the reactants needed to synthesize it. The reactants are: [CH3:1][N:2]1[C:6]([CH:7]=O)=[CH:5][CH:4]=[N:3]1.C1CCN2[C:12](=[N:13]CCC2)[CH2:11]C1. (10) The reactants are: [CH2:1]([CH:3]([CH2:22][CH2:23][CH2:24][CH3:25])[CH2:4][N:5]1[C:17]2[C:12](=[CH:13][CH:14]=[C:15]3[CH:21]=[CH:20][CH:19]=[CH:18][C:16]3=2)[C:11]2[C:6]1=[CH:7][CH:8]=[CH:9][CH:10]=2)[CH3:2].[F:26][C:27]1[CH:35]=[CH:34][C:30]([C:31](Cl)=[O:32])=[CH:29][CH:28]=1.[Al+3].[Cl-].[Cl-].[Cl-]. Given the product [CH2:1]([CH:3]([CH2:22][CH2:23][CH2:24][CH3:25])[CH2:4][N:5]1[C:17]2[C:12](=[CH:13][C:14]([C:31]([C:30]3[CH:34]=[CH:35][C:27]([F:26])=[CH:28][CH:29]=3)=[O:32])=[C:15]3[CH:21]=[CH:20][CH:19]=[CH:18][C:16]3=2)[C:11]2[C:6]1=[CH:7][CH:8]=[CH:9][CH:10]=2)[CH3:2], predict the reactants needed to synthesize it.